Dataset: Reaction yield outcomes from USPTO patents with 853,638 reactions. Task: Predict the reaction yield, written as a fraction of the theoretical maximum amount of product (1.0 means a 100% yield; for example, 0.34 means a 34% yield). (1) The reactants are Cl[C:2]1[N:7]=[C:6]([N:8]2[CH2:13][CH2:12][C:11]([CH3:20])([C:14]3[CH:19]=[CH:18][CH:17]=[CH:16][CH:15]=3)[O:10][C:9]2=[O:21])[CH:5]=[CH:4][N:3]=1.[F:22][C:23]1[CH:24]=[C:25](B(O)O)[CH:26]=[CH:27][CH:28]=1.C([O-])([O-])=O.[K+].[K+]. The catalyst is O1CCOCC1. The product is [F:22][C:23]1[CH:28]=[C:27]([C:2]2[N:7]=[C:6]([N:8]3[CH2:13][CH2:12][C:11]([CH3:20])([C:14]4[CH:19]=[CH:18][CH:17]=[CH:16][CH:15]=4)[O:10][C:9]3=[O:21])[CH:5]=[CH:4][N:3]=2)[CH:26]=[CH:25][CH:24]=1. The yield is 0.170. (2) The reactants are [Cl-].O[NH3+:3].[C:4](=[O:7])([O-])[OH:5].[Na+].CS(C)=O.[CH2:13]([C:17]1[N:18]=[C:19]([CH3:48])[N:20]([CH2:39][C:40]2[CH:45]=[CH:44][CH:43]=[C:42]([F:46])[C:41]=2[F:47])[C:21](=[O:38])[C:22]=1[CH2:23][C:24]1[CH:29]=[CH:28][C:27]([C:30]2[C:31]([C:36]#[N:37])=[CH:32][CH:33]=[CH:34][CH:35]=2)=[CH:26][CH:25]=1)[CH2:14][CH2:15][CH3:16]. The catalyst is C(OCC)(=O)C. The product is [CH2:13]([C:17]1[N:18]=[C:19]([CH3:48])[N:20]([CH2:39][C:40]2[CH:45]=[CH:44][CH:43]=[C:42]([F:46])[C:41]=2[F:47])[C:21](=[O:38])[C:22]=1[CH2:23][C:24]1[CH:25]=[CH:26][C:27]([C:30]2[CH:35]=[CH:34][CH:33]=[CH:32][C:31]=2[C:36]2[NH:3][C:4](=[O:7])[O:5][N:37]=2)=[CH:28][CH:29]=1)[CH2:14][CH2:15][CH3:16]. The yield is 0.840. (3) The reactants are [CH3:1][C:2]([CH3:22])([CH3:21])[C:3]#[C:4][C:5]1[CH:10]=[C:9]([N+:11]([O-:13])=[O:12])[C:8]([F:14])=[CH:7][C:6]=1[NH:15]C(=O)CCC.CCCC[N+](CCCC)(CCCC)CCCC.[F-].O. The catalyst is CN(C=O)C. The product is [C:2]([C:3]1[NH:15][C:6]2[C:5]([CH:4]=1)=[CH:10][C:9]([N+:11]([O-:13])=[O:12])=[C:8]([F:14])[CH:7]=2)([CH3:22])([CH3:21])[CH3:1]. The yield is 0.650. (4) The reactants are [CH3:1][O:2][C:3]1[CH:4]=[C:5]([C:9]2[C:10]([NH2:20])=[N:11][NH:12][C:13]=2[C:14]2[CH:19]=[CH:18][N:17]=[CH:16][CH:15]=2)[CH:6]=[CH:7][CH:8]=1.CC[O:23][CH:24]=[C:25]([C:31](OCC)=O)[C:26]([O:28][CH2:29][CH3:30])=[O:27]. The catalyst is C(O)(=O)C. The product is [CH3:1][O:2][C:3]1[CH:4]=[C:5]([C:9]2[C:13]([C:14]3[CH:19]=[CH:18][N:17]=[CH:16][CH:15]=3)=[N:12][N:11]3[C:24](=[O:23])[C:25]([C:26]([O:28][CH2:29][CH3:30])=[O:27])=[CH:31][NH:20][C:10]=23)[CH:6]=[CH:7][CH:8]=1. The yield is 0.580. (5) The catalyst is C(Cl)Cl. The yield is 0.560. The reactants are [NH2:1][C:2]1[CH:3]=[CH:4][C:5]([F:20])=[C:6]([C:8]([C:10]2[CH:11]=[C:12]3[C:17](=[CH:18][CH:19]=2)[N:16]=[CH:15][CH:14]=[N:13]3)=[O:9])[CH:7]=1.CCN(C(C)C)C(C)C.[F:30][C:31]1[CH:36]=[CH:35][CH:34]=[C:33]([N:37]=[C:38]=[O:39])[CH:32]=1. The product is [F:20][C:5]1[CH:4]=[CH:3][C:2]([NH:1][C:38]([NH:37][C:33]2[CH:34]=[CH:35][CH:36]=[C:31]([F:30])[CH:32]=2)=[O:39])=[CH:7][C:6]=1[C:8]([C:10]1[CH:11]=[C:12]2[C:17](=[CH:18][CH:19]=1)[N:16]=[CH:15][CH:14]=[N:13]2)=[O:9]. (6) The reactants are O.[OH-].[Li+].[CH3:4][C:5]([CH3:24])([C:10]1[CH:15]=[C:14]([C:16]([F:19])([F:18])[F:17])[CH:13]=[C:12]([C:20]([F:23])([F:22])[F:21])[CH:11]=1)[C:6]([O:8]C)=[O:7]. The catalyst is CO.O.O1CCCC1. The product is [CH3:4][C:5]([CH3:24])([C:10]1[CH:11]=[C:12]([C:20]([F:21])([F:22])[F:23])[CH:13]=[C:14]([C:16]([F:17])([F:18])[F:19])[CH:15]=1)[C:6]([OH:8])=[O:7]. The yield is 1.00. (7) The reactants are [CH2:1]([NH:3][CH:4]1[CH2:9][CH2:8][C:7]([C:10]2[C:18]3[C:13](=[CH:14][CH:15]=[C:16]([N+:19]([O-:21])=[O:20])[CH:17]=3)[NH:12][CH:11]=2)=[CH:6][CH2:5]1)[CH3:2].CCN(CC)CC.[CH3:29][C:30]([O:33][C:34](O[C:34]([O:33][C:30]([CH3:32])([CH3:31])[CH3:29])=[O:35])=[O:35])([CH3:32])[CH3:31]. The catalyst is O1CCOCC1. The product is [CH2:1]([N:3]([CH:4]1[CH2:9][CH2:8][C:7]([C:10]2[C:18]3[C:13](=[CH:14][CH:15]=[C:16]([N+:19]([O-:21])=[O:20])[CH:17]=3)[NH:12][CH:11]=2)=[CH:6][CH2:5]1)[C:34](=[O:35])[O:33][C:30]([CH3:32])([CH3:31])[CH3:29])[CH3:2]. The yield is 0.780.